Dataset: Reaction yield outcomes from USPTO patents with 853,638 reactions. Task: Predict the reaction yield, written as a fraction of the theoretical maximum amount of product (1.0 means a 100% yield; for example, 0.34 means a 34% yield). (1) The reactants are [Cl:1][C:2]1[CH:26]=[CH:25][C:24]([Cl:27])=[CH:23][C:3]=1[O:4][C:5]1[C:10]([C:11]([N:13]2[C:22]3[C:17](=[CH:18][CH:19]=[CH:20][CH:21]=3)[NH:16][CH2:15][CH2:14]2)=[O:12])=[CH:9][CH:8]=[CH:7][N:6]=1.C(N(C(C)C)C(C)C)C.[CH3:37][O:38][C:39]([CH2:41][CH2:42][C:43]1[CH:48]=[CH:47][C:46]([S:49](Cl)(=[O:51])=[O:50])=[CH:45][CH:44]=1)=[O:40]. The catalyst is ClCCl. The product is [CH3:37][O:38][C:39](=[O:40])[CH2:41][CH2:42][C:43]1[CH:48]=[CH:47][C:46]([S:49]([N:16]2[C:17]3[C:22](=[CH:21][CH:20]=[CH:19][CH:18]=3)[N:13]([C:11]([C:10]3[C:5]([O:4][C:3]4[CH:23]=[C:24]([Cl:27])[CH:25]=[CH:26][C:2]=4[Cl:1])=[N:6][CH:7]=[CH:8][CH:9]=3)=[O:12])[CH2:14][CH2:15]2)(=[O:50])=[O:51])=[CH:45][CH:44]=1. The yield is 0.350. (2) The reactants are [F:1][C:2]1[CH:3]=[C:4]([C:29]2[C:30]([C:35]#[N:36])=[CH:31][CH:32]=[CH:33][CH:34]=2)[CH:5]=[CH:6][C:7]=1[CH2:8][C:9]1[C:10](=[O:28])[N:11]([C@H:21]2[CH2:26][CH2:25][C@H:24]([OH:27])[CH2:23][CH2:22]2)[C:12]2[N:13]([N:18]=[CH:19][CH:20]=2)[C:14]=1[CH2:15][CH2:16][CH3:17].[N+](=[CH:39][C:40]([O:42][CH2:43][CH3:44])=[O:41])=[N-].C(OCC)(=O)C.O. The catalyst is C(Cl)Cl.C([O-])(=O)C.[Rh+3].C([O-])(=O)C.C([O-])(=O)C. The product is [CH2:43]([O:42][C:40](=[O:41])[CH2:39][O:27][C@H:24]1[CH2:25][CH2:26][C@H:21]([N:11]2[C:10](=[O:28])[C:9]([CH2:8][C:7]3[CH:6]=[CH:5][C:4]([C:29]4[CH:34]=[CH:33][CH:32]=[CH:31][C:30]=4[C:35]#[N:36])=[CH:3][C:2]=3[F:1])=[C:14]([CH2:15][CH2:16][CH3:17])[N:13]3[N:18]=[CH:19][CH:20]=[C:12]23)[CH2:22][CH2:23]1)[CH3:44]. The yield is 0.530. (3) The product is [NH2:22][CH:7]([C:6]1[CH:9]=[CH:10][C:11]([O:12][CH:13]([CH3:15])[CH3:14])=[C:4]([O:3][CH2:1][CH3:2])[CH:5]=1)[C:20]#[N:21]. The catalyst is CO. The yield is 1.00. The reactants are [CH2:1]([O:3][C:4]1[CH:5]=[C:6]([CH:9]=[CH:10][C:11]=1[O:12][CH:13]([CH3:15])[CH3:14])[CH:7]=O)[CH3:2].C[Si]([C:20]#[N:21])(C)C.[NH3:22]. (4) The reactants are [O:1]1[C:5]2[CH:6]=[CH:7][CH:8]=[CH:9][C:4]=2[CH:3]=[C:2]1[S:10]([NH:13][C:14]1[CH:19]=[C:18]([Cl:20])[CH:17]=[CH:16][C:15]=1[S:21][CH2:22][C:23]1[CH:24]=[C:25]([NH:29][C:30](=[O:32])[CH3:31])[CH:26]=[CH:27][CH:28]=1)(=[O:12])=[O:11].C1C=C(Cl)C=C(C(OO)=[O:41])C=1. The catalyst is C(Cl)Cl. The product is [O:1]1[C:5]2[CH:6]=[CH:7][CH:8]=[CH:9][C:4]=2[CH:3]=[C:2]1[S:10]([NH:13][C:14]1[CH:19]=[C:18]([Cl:20])[CH:17]=[CH:16][C:15]=1[S:21]([CH2:22][C:23]1[CH:24]=[C:25]([NH:29][C:30](=[O:32])[CH3:31])[CH:26]=[CH:27][CH:28]=1)=[O:41])(=[O:11])=[O:12]. The yield is 0.510. (5) The reactants are [NH:1]1[CH2:6][CH2:5][NH:4][CH2:3][CH2:2]1.C(N(CC)CC)C.[CH3:14][CH:15]([S:17](Cl)(=[O:19])=[O:18])[CH3:16]. The catalyst is ClCCl. The product is [CH3:14][CH:15]([S:17]([N:1]1[CH2:6][CH2:5][NH:4][CH2:3][CH2:2]1)(=[O:19])=[O:18])[CH3:16]. The yield is 0.840. (6) The reactants are [Cl:1][C:2]1[CH:10]=[CH:9][C:5]([C:6](Cl)=[O:7])=[CH:4][N:3]=1.C(N(C(C)C)CC)(C)C.[Cl:20][C:21]1[CH:27]=[CH:26][C:24]([NH2:25])=[CH:23][CH:22]=1. The catalyst is C(Cl)Cl. The product is [Cl:1][C:2]1[N:3]=[CH:4][C:5]([C:6]([NH:25][C:24]2[CH:26]=[CH:27][C:21]([Cl:20])=[CH:22][CH:23]=2)=[O:7])=[CH:9][CH:10]=1. The yield is 0.860. (7) The reactants are [NH2:1][CH:2]1[CH2:7][CH2:6][N:5]([CH2:8][CH2:9][N:10]2[C:19]3[C:14](=[CH:15][CH:16]=[C:17]([O:20][CH3:21])[CH:18]=3)[N:13]=[CH:12][C:11]2=[O:22])[CH2:4][CH2:3]1.[O:23]=[C:24]1[CH2:29][S:28][C:27]2[CH:30]=[CH:31][C:32]([CH:34]=O)=[N:33][C:26]=2[NH:25]1.C(O[BH-](OC(=O)C)OC(=O)C)(=O)C.[Na+].CO. The catalyst is ClCCl. The product is [CH3:21][O:20][C:17]1[CH:18]=[C:19]2[C:14]([N:13]=[CH:12][C:11](=[O:22])[N:10]2[CH2:9][CH2:8][N:5]2[CH2:4][CH2:3][CH:2]([NH:1][CH2:34][C:32]3[CH:31]=[CH:30][C:27]4[S:28][CH2:29][C:24](=[O:23])[NH:25][C:26]=4[N:33]=3)[CH2:7][CH2:6]2)=[CH:15][CH:16]=1. The yield is 0.580. (8) The reactants are [CH2:1]([N:3]1[C:7]2=[N:8][C:9]([CH2:32][CH3:33])=[C:10]([CH2:19][NH:20][C:21]([C:23]3[CH:31]=[CH:30][C:26]([C:27](O)=[O:28])=[CH:25][CH:24]=3)=[O:22])[C:11]([NH:12][CH:13]3[CH2:18][CH2:17][O:16][CH2:15][CH2:14]3)=[C:6]2[CH:5]=[N:4]1)[CH3:2].[NH2:34][CH2:35][C:36]1[CH:37]=[CH:38][C:39]([F:63])=[C:40]([C:42]2[CH:47]=[CH:46][CH:45]=[C:44]([CH2:48][N:49]3[CH2:54][CH2:53][N:52](C(OC(C)(C)C)=O)[C@@H:51]([CH3:62])[CH2:50]3)[CH:43]=2)[CH:41]=1.CN(C(ON1N=NC2C=CC=CC1=2)=[N+](C)C)C.F[P-](F)(F)(F)(F)F.CCN(CC)CC. The catalyst is C(Cl)Cl. The product is [CH2:1]([N:3]1[C:7]2=[N:8][C:9]([CH2:32][CH3:33])=[C:10]([CH2:19][NH:20][C:21]([C:23]3[CH:31]=[CH:30][C:26]([C:27]([NH:34][CH2:35][C:36]4[CH:41]=[C:40]([C:42]5[CH:47]=[CH:46][CH:45]=[C:44]([CH2:48][N:49]6[CH2:54][CH2:53][NH:52][C@@H:51]([CH3:62])[CH2:50]6)[CH:43]=5)[C:39]([F:63])=[CH:38][CH:37]=4)=[O:28])=[CH:25][CH:24]=3)=[O:22])[C:11]([NH:12][CH:13]3[CH2:18][CH2:17][O:16][CH2:15][CH2:14]3)=[C:6]2[CH:5]=[N:4]1)[CH3:2]. The yield is 0.310.